The task is: Predict the reactants needed to synthesize the given product.. This data is from Full USPTO retrosynthesis dataset with 1.9M reactions from patents (1976-2016). (1) Given the product [OH:4][CH2:5][CH2:6][C:7]1[CH:14]=[CH:13][C:10]([CH:11]=[O:12])=[CH:9][CH:8]=1, predict the reactants needed to synthesize it. The reactants are: COC[O:4][CH2:5][CH2:6][C:7]1[CH:14]=[CH:13][C:10]([CH:11]=[O:12])=[CH:9][CH:8]=1.CO.Cl.[OH-].[Na+]. (2) Given the product [C:13]([O:17][C:18]([N:20]1[CH2:25][CH2:24][CH:23]([N:26]2[C:27]3[C:28](=[CH:29][C:30]([Cl:33])=[CH:31][CH:32]=3)[CH2:34][NH:35][C:1]2=[O:2])[CH2:22][CH2:21]1)=[O:19])([CH3:16])([CH3:14])[CH3:15], predict the reactants needed to synthesize it. The reactants are: [C:1](N1C=CN=C1)(N1C=CN=C1)=[O:2].[C:13]([O:17][C:18]([N:20]1[CH2:25][CH2:24][CH:23]([NH:26][C:27]2[CH:32]=[CH:31][C:30]([Cl:33])=[CH:29][C:28]=2[CH2:34][NH2:35])[CH2:22][CH2:21]1)=[O:19])([CH3:16])([CH3:15])[CH3:14]. (3) Given the product [Br:23][C:11]1[CH:12]=[CH:13][CH:14]=[C:15]2[C:10]=1[CH:9]=[CH:8][N:7]=[CH:6]2, predict the reactants needed to synthesize it. The reactants are: OS(O)(=O)=O.[CH:6]1[C:15]2[C:10](=[CH:11][CH:12]=[CH:13][CH:14]=2)[CH:9]=[CH:8][N:7]=1.C1C(=O)N([Br:23])C(=O)C1. (4) Given the product [Cl:1][C:2]1[CH:11]=[C:6]([C:7]2[CH:20]=[C:19]([C:16]3[CH:17]=[CH:18][C:13]([Cl:12])=[C:14]([Cl:21])[CH:15]=3)[O:9][N:8]=2)[CH:5]=[N:4][CH:3]=1, predict the reactants needed to synthesize it. The reactants are: [Cl:1][C:2]1[CH:3]=[N:4][CH:5]=[C:6]([CH:11]=1)[C:7](Cl)=[N:8][OH:9].[Cl:12][C:13]1[CH:18]=[CH:17][C:16]([C:19]#[CH:20])=[CH:15][C:14]=1[Cl:21].N. (5) Given the product [F:69][C:66]1[CH:67]=[CH:68][C:59]([CH2:58][NH:57][C:23]([C:10]2[N:11]=[C:12]3[N:18]([C:19](=[O:20])[C:9]=2[O:8][CH2:1][C:2]2[CH:3]=[CH:4][CH:5]=[CH:6][CH:7]=2)[CH2:17][CH2:16][CH2:15][O:14][C:13]3([CH3:21])[CH3:22])=[O:24])=[C:60]([C:61](=[O:62])[NH:63][CH3:64])[CH:65]=1, predict the reactants needed to synthesize it. The reactants are: [CH2:1]([O:8][C:9]1[C:19](=[O:20])[N:18]2[C:12]([C:13]([CH3:22])([CH3:21])[O:14][CH2:15][CH2:16][CH2:17]2)=[N:11][C:10]=1[C:23](O)=[O:24])[C:2]1[CH:7]=[CH:6][CH:5]=[CH:4][CH:3]=1.CN(C(ON1N=NC2C=CC=NC1=2)=[N+](C)C)C.F[P-](F)(F)(F)(F)F.FC(F)(F)C(O)=O.[NH2:57][CH2:58][C:59]1[CH:68]=[CH:67][C:66]([F:69])=[CH:65][C:60]=1[C:61]([NH:63][CH3:64])=[O:62].CN(C1C=CC=CN=1)C.